This data is from Catalyst prediction with 721,799 reactions and 888 catalyst types from USPTO. The task is: Predict which catalyst facilitates the given reaction. (1) Reactant: [CH3:1]C(C)([O-])C.[K+].[C:7]1([CH:13]=[CH:14][C:15]2[CH:20]=[CH:19][CH:18]=[CH:17][CH:16]=2)[CH:12]=[CH:11][CH:10]=[CH:9]C=1.CCCCCC.[CH:27]([Br:30])(Br)[Br:28]. Product: [Br:28][C:27]1([Br:30])[CH2:1][C:14]1([C:13]1[CH:9]=[CH:10][CH:11]=[CH:12][CH:7]=1)[C:15]1[CH:16]=[CH:17][CH:18]=[CH:19][CH:20]=1. The catalyst class is: 6. (2) Product: [CH2:15]([N:19]1[CH:23]=[C:22]([C:24]([CH3:26])([CH3:27])[CH3:25])[S:21]/[C:20]/1=[N:28]\[C:29](=[O:41])[C:30]1[CH:35]=[C:34]([C:36]([F:39])([F:37])[F:38])[CH:33]=[CH:32][C:31]=1[O:8][CH2:7][C@@H:3]1[CH2:4][CH2:5][CH2:6][N:2]1[CH3:1])[CH2:16][CH2:17][CH3:18]. The catalyst class is: 1. Reactant: [CH3:1][N:2]1[CH2:6][CH2:5][CH2:4][C@H:3]1[CH2:7][OH:8].CC(C)([O-])C.[K+].[CH2:15]([N:19]1[CH:23]=[C:22]([C:24]([CH3:27])([CH3:26])[CH3:25])[S:21]/[C:20]/1=[N:28]\[C:29](=[O:41])[C:30]1[CH:35]=[C:34]([C:36]([F:39])([F:38])[F:37])[CH:33]=[CH:32][C:31]=1F)[CH2:16][CH2:17][CH3:18]. (3) Reactant: Cl[C:2]1[CH:7]=[C:6]([O:8][CH3:9])[N:5]=[CH:4][C:3]=1[C:10]1[N:11]([CH2:24][CH2:25][OH:26])[CH:12]=[C:13]([C:15]2[N:16]([CH:21]([CH3:23])[CH3:22])[N:17]=[C:18]([CH3:20])[N:19]=2)[N:14]=1.[H-].[Na+].O. Product: [CH:21]([N:16]1[C:15]([C:13]2[N:14]=[C:10]3[N:11]([CH2:24][CH2:25][O:26][C:2]4[CH:7]=[C:6]([O:8][CH3:9])[N:5]=[CH:4][C:3]=43)[CH:12]=2)=[N:19][C:18]([CH3:20])=[N:17]1)([CH3:23])[CH3:22]. The catalyst class is: 3. (4) Reactant: [Br:1][C:2]1[CH:3]=[C:4]([CH:25]=[CH:26][C:27]=1[CH2:28][CH3:29])[NH:5][C:6]1[C:15]2[C:10](=[CH:11][CH:12]=[CH:13][CH:14]=2)[C:9]([CH2:16][C:17]2[CH:22]=[CH:21][N:20]=[C:19]([O:23]C)[CH:18]=2)=[N:8][N:7]=1.[Si](I)(C)(C)C. Product: [Br:1][C:2]1[CH:3]=[C:4]([CH:25]=[CH:26][C:27]=1[CH2:28][CH3:29])[NH:5][C:6]1[C:15]2[C:10](=[CH:11][CH:12]=[CH:13][CH:14]=2)[C:9]([CH2:16][C:17]2[CH:22]=[CH:21][N:20]=[C:19]([OH:23])[CH:18]=2)=[N:8][N:7]=1. The catalyst class is: 22. (5) Reactant: [C:1]([S:20][CH2:21][C@@H:22]([C:24]([NH2:26])=[O:25])[NH2:23])([C:14]1[CH:19]=[CH:18][CH:17]=[CH:16][CH:15]=1)([C:8]1[CH:13]=[CH:12][CH:11]=[CH:10][CH:9]=1)[C:2]1[CH:7]=[CH:6][CH:5]=[CH:4][CH:3]=1.C(N(CC)CC)C.[CH3:34][O:35][C:36]1[CH:41]=[CH:40][C:39]([C:42]2[CH:47]=[CH:46][C:45]([S:48](Cl)(=[O:50])=[O:49])=[CH:44][CH:43]=2)=[CH:38][CH:37]=1. Product: [CH3:34][O:35][C:36]1[CH:37]=[CH:38][C:39]([C:42]2[CH:47]=[CH:46][C:45]([S:48]([NH:23][C@H:22]([C:24]([NH2:26])=[O:25])[CH2:21][S:20][C:1]([C:8]3[CH:13]=[CH:12][CH:11]=[CH:10][CH:9]=3)([C:14]3[CH:15]=[CH:16][CH:17]=[CH:18][CH:19]=3)[C:2]3[CH:3]=[CH:4][CH:5]=[CH:6][CH:7]=3)(=[O:50])=[O:49])=[CH:44][CH:43]=2)=[CH:40][CH:41]=1. The catalyst class is: 2. (6) Reactant: Cl.[C:2]1([CH:9]=[CH:8][CH:7]=[C:5]([OH:6])[CH:4]=1)[OH:3].C(=O)CCCC=O. Product: [CH:5](=[O:6])[CH2:7][CH2:8][CH2:9][CH:2]=[O:3].[C:2]1([CH:9]=[CH:8][CH:7]=[C:5]([OH:6])[CH:4]=1)[OH:3]. The catalyst class is: 60. (7) Reactant: C(OC(=O)[NH:7][CH:8]([CH3:18])[CH2:9][C:10]1[CH:15]=[CH:14][CH:13]=[C:12]([C:16]#[N:17])[CH:11]=1)(C)(C)C. Product: [NH2:7][CH:8]([CH3:18])[CH2:9][C:10]1[CH:11]=[C:12]([CH:13]=[CH:14][CH:15]=1)[C:16]#[N:17]. The catalyst class is: 281.